This data is from Catalyst prediction with 721,799 reactions and 888 catalyst types from USPTO. The task is: Predict which catalyst facilitates the given reaction. (1) Reactant: [N:1]1([C:8]2[C:9]([C:22]3[CH:32]=[CH:31][C:25]4[O:26][C:27]([F:30])([F:29])[O:28][C:24]=4[CH:23]=3)=[N:10][C:11]3[C:16]([N:17]=2)=[CH:15][C:14]([C:18]([O:20]C)=[O:19])=[CH:13][CH:12]=3)[CH2:7][CH2:6][CH2:5][CH2:4][CH2:3][CH2:2]1.[OH-].[Na+]. Product: [N:1]1([C:8]2[C:9]([C:22]3[CH:32]=[CH:31][C:25]4[O:26][C:27]([F:30])([F:29])[O:28][C:24]=4[CH:23]=3)=[N:10][C:11]3[C:16]([N:17]=2)=[CH:15][C:14]([C:18]([OH:20])=[O:19])=[CH:13][CH:12]=3)[CH2:7][CH2:6][CH2:5][CH2:4][CH2:3][CH2:2]1. The catalyst class is: 24. (2) Reactant: C[C@@H]1CCC[N:4]([C:8]([C:10]2[CH:15]=[C:14](C)[CH:13]=[CH:12][C:11]=2[C:17]2C=NN(C)C=2)=[O:9])[C@@H:3]1[CH2:23][NH:24][C:25]1[CH:30]=[CH:29][C:28]([C:31](F)(F)F)=CN=1.CCN(C(C)C)C(C)C.[F:44][C:45]1[CH:50]=[CH:49][C:48]([C:51]2[S:55][C:54]([CH3:56])=[N:53][C:52]=2[C:57]([OH:59])=O)=[CH:47][CH:46]=1.CN(C([O:67]N1N=NC2C=CC=NC1=2)=[N+](C)C)C.F[P-](F)(F)(F)(F)F. Product: [F:44][C:45]1[CH:46]=[CH:47][C:48]([C:51]2[S:55][C:54]([CH3:56])=[N:53][C:52]=2[C:57]([N:24]2[CH2:25][CH2:30][CH2:29][C@@H:28]([CH3:31])[C@H:23]2[CH2:3][N:4]2[C:8](=[O:9])[C:10]3[C:11](=[CH:12][CH:13]=[CH:14][CH:15]=3)[C:17]2=[O:67])=[O:59])=[CH:49][CH:50]=1. The catalyst class is: 3. (3) Reactant: [CH2:1]([NH:8][C@H:9]1[CH2:13][CH2:12][CH2:11][C@H:10]1[OH:14])[C:2]1[CH:7]=[CH:6][CH:5]=[CH:4][CH:3]=1.C=O.[C:17](O[BH-](OC(=O)C)OC(=O)C)(=O)C.[Na+].C(=O)([O-])O.[Na+].Cl. Product: [CH2:1]([N:8]([CH3:17])[C@H:9]1[CH2:13][CH2:12][CH2:11][C@H:10]1[OH:14])[C:2]1[CH:7]=[CH:6][CH:5]=[CH:4][CH:3]=1. The catalyst class is: 26. (4) Reactant: [CH3:1][C:2]1[S:6][C:5]([C:7]2[CH:12]=[CH:11][N:10]=[CH:9][C:8]=2[N:13]2[CH2:18][CH2:17][CH:16]([C:19]([O:21]CC)=[O:20])[CH2:15][CH2:14]2)=[N:4][CH:3]=1.[OH-].[Na+].Cl. Product: [CH3:1][C:2]1[S:6][C:5]([C:7]2[CH:12]=[CH:11][N:10]=[CH:9][C:8]=2[N:13]2[CH2:14][CH2:15][CH:16]([C:19]([OH:21])=[O:20])[CH2:17][CH2:18]2)=[N:4][CH:3]=1. The catalyst class is: 36. (5) Reactant: [CH3:1][O:2][C:3](=[O:11])[C:4]1[CH:9]=[CH:8][C:7](Cl)=[N:6][CH:5]=1.[CH3:12][O:13][C:14]1[CH:15]=[C:16]2[C:21](=[CH:22][C:23]=1[O:24][CH3:25])[CH2:20][NH:19][CH2:18][CH2:17]2.C(=O)([O-])[O-].[K+].[K+]. Product: [CH3:12][O:13][C:14]1[CH:15]=[C:16]2[C:21](=[CH:22][C:23]=1[O:24][CH3:25])[CH2:20][N:19]([C:7]1[CH:8]=[CH:9][C:4]([C:3]([O:2][CH3:1])=[O:11])=[CH:5][N:6]=1)[CH2:18][CH2:17]2. The catalyst class is: 12. (6) Reactant: C([Li])CCC.[CH:6]1[C:14]2[C:13]3[CH:15]=[CH:16][CH:17]=[CH:18][C:12]=3[O:11][C:10]=2[C:9]([C:19]2[CH:20]=[CH:21][C:22]3[N:23]([C:32]4[CH:37]=[CH:36][CH:35]=[CH:34][CH:33]=4)[C:24]4[C:29]([C:30]=3[CH:31]=2)=[CH:28][CH:27]=[CH:26][CH:25]=4)=[CH:8][CH:7]=1.CN(CCN(C)C)C.Cl[Si:47]([CH3:50])([CH3:49])[CH3:48]. Product: [C:32]1([N:23]2[C:22]3[CH:21]=[CH:20][C:19]([C:9]4[C:10]5[O:11][C:12]6[C:18]([Si:47]([CH3:50])([CH3:49])[CH3:48])=[CH:17][CH:16]=[CH:15][C:13]=6[C:14]=5[CH:6]=[CH:7][CH:8]=4)=[CH:31][C:30]=3[C:29]3[C:24]2=[CH:25][CH:26]=[CH:27][CH:28]=3)[CH:33]=[CH:34][CH:35]=[CH:36][CH:37]=1. The catalyst class is: 1. (7) Product: [O:16]=[C:7]1[C:6]([O:5][C:4]2[CH:3]=[C:2]([C:22]#[N:23])[CH:19]=[C:18]([CH:17]=2)[C:24]#[N:25])=[C:11]([C:12]([F:15])([F:14])[F:13])[CH:10]=[CH:9][NH:8]1. Reactant: Br[C:2]1[CH:3]=[C:4]([CH:17]=[C:18](Br)[CH:19]=1)[O:5][C:6]1[C:7](=[O:16])[NH:8][CH:9]=[CH:10][C:11]=1[C:12]([F:15])([F:14])[F:13].[Cu][C:22]#[N:23].[CH3:24][N:25]1CCCC1=O.O. The catalyst class is: 13. (8) Reactant: Cl.[Cl:2][C:3]1[C:8]([Cl:9])=[CH:7][C:6]([NH:10][C:11]2[C:12]3[C:19]4[CH2:20][CH2:21][NH:22][CH2:23][C:18]=4[S:17][C:13]=3[N:14]=[CH:15][N:16]=2)=[CH:5][C:4]=1[OH:24].Cl.[CH3:26][N:27]([CH:34]([CH3:36])[CH3:35])[CH2:28]/[CH:29]=[CH:30]/[C:31](O)=[O:32].CCN(C(C)C)C(C)C.CN(C(ON1N=NC2C=CC=CC1=2)=[N+](C)C)C.[B-](F)(F)(F)F. Product: [Cl:2][C:3]1[C:8]([Cl:9])=[CH:7][C:6]([NH:10][C:11]2[C:12]3[C:19]4[CH2:20][CH2:21][N:22]([C:31](=[O:32])/[CH:30]=[CH:29]/[CH2:28][N:27]([CH3:26])[CH:34]([CH3:36])[CH3:35])[CH2:23][C:18]=4[S:17][C:13]=3[N:14]=[CH:15][N:16]=2)=[CH:5][C:4]=1[OH:24]. The catalyst class is: 3.